This data is from Catalyst prediction with 721,799 reactions and 888 catalyst types from USPTO. The task is: Predict which catalyst facilitates the given reaction. (1) Reactant: CCN(CC)CC.[C:8](Cl)(=[O:10])[CH3:9].[CH3:12][O:13][C:14]([C:16]1[CH:26]=[C:25]([O:27][CH:28]2[CH2:31][NH:30][CH2:29]2)[C:19]2[CH2:20][C:21]([CH3:24])([CH3:23])[O:22][C:18]=2[CH:17]=1)=[O:15]. Product: [CH3:12][O:13][C:14]([C:16]1[CH:26]=[C:25]([O:27][CH:28]2[CH2:29][N:30]([C:8](=[O:10])[CH3:9])[CH2:31]2)[C:19]2[CH2:20][C:21]([CH3:24])([CH3:23])[O:22][C:18]=2[CH:17]=1)=[O:15]. The catalyst class is: 2. (2) Reactant: [Cl-].O[NH3+:3].[C:4](=[O:7])([O-])[OH:5].[Na+].CS(C)=O.[CH2:13]([C:15]([OH:52])([CH2:50][CH3:51])[CH2:16][O:17][C@H:18]1[CH2:21][C@H:20]([N:22]2[C:27](=[O:28])[C:26]([CH2:29][C:30]3[CH:35]=[CH:34][C:33]([C:36]4[C:37]([C:42]#[N:43])=[CH:38][CH:39]=[CH:40][CH:41]=4)=[CH:32][CH:31]=3)=[C:25]([CH2:44][CH2:45][CH3:46])[N:24]3[N:47]=[CH:48][N:49]=[C:23]23)[CH2:19]1)[CH3:14]. Product: [CH2:13]([C:15]([OH:52])([CH2:50][CH3:51])[CH2:16][O:17][C@H:18]1[CH2:19][C@H:20]([N:22]2[C:27](=[O:28])[C:26]([CH2:29][C:30]3[CH:35]=[CH:34][C:33]([C:36]4[CH:41]=[CH:40][CH:39]=[CH:38][C:37]=4[C:42]4[NH:3][C:4](=[O:7])[O:5][N:43]=4)=[CH:32][CH:31]=3)=[C:25]([CH2:44][CH2:45][CH3:46])[N:24]3[N:47]=[CH:48][N:49]=[C:23]23)[CH2:21]1)[CH3:14]. The catalyst class is: 13.